From a dataset of Reaction yield outcomes from USPTO patents with 853,638 reactions. Predict the reaction yield, written as a fraction of the theoretical maximum amount of product (1.0 means a 100% yield; for example, 0.34 means a 34% yield). (1) The reactants are Cl.[NH2:2][C@H:3]1[CH2:7][CH2:6][CH2:5][C@@H:4]1[OH:8].[H-].[Na+].Cl[C:12]1[CH:13]=[CH:14][C:15]2[N:16]([C:18]([C:21]3[O:29][C:28]4[CH:27]=[CH:26][N:25]=[C:24]([O:30][CH3:31])[C:23]=4[CH:22]=3)=[CH:19][N:20]=2)[N:17]=1. The catalyst is CN(C=O)C. The product is [CH3:31][O:30][C:24]1[C:23]2[CH:22]=[C:21]([C:18]3[N:16]4[N:17]=[C:12]([O:8][C@H:4]5[CH2:5][CH2:6][CH2:7][C@@H:3]5[NH2:2])[CH:13]=[CH:14][C:15]4=[N:20][CH:19]=3)[O:29][C:28]=2[CH:27]=[CH:26][N:25]=1. The yield is 0.230. (2) The reactants are Cl[C:2]1[C:3](=[O:18])[N:4]([CH:15]([CH3:17])[CH3:16])[S:5](=[O:14])(=[O:13])[C:6]=1[C:7]1[CH:12]=[CH:11][CH:10]=[CH:9][CH:8]=1.[F:19][C:20]1([F:27])[CH2:25][CH2:24][CH:23]([NH2:26])[CH2:22][CH2:21]1. The catalyst is CC#N. The product is [F:19][C:20]1([F:27])[CH2:25][CH2:24][CH:23]([NH:26][C:2]2[C:3](=[O:18])[N:4]([CH:15]([CH3:17])[CH3:16])[S:5](=[O:14])(=[O:13])[C:6]=2[C:7]2[CH:12]=[CH:11][CH:10]=[CH:9][CH:8]=2)[CH2:22][CH2:21]1. The yield is 0.680. (3) The reactants are [Br:1][C:2]1[C:3]([N:22]2[CH2:27][CH2:26][CH2:25][C@@H:24]([NH:28]C(=O)OC(C)(C)C)[CH2:23]2)=[C:4]2[C:10]([NH:11][C:12](=[O:21])[C:13]3[CH:18]=[CH:17][C:16]([F:19])=[C:15]([Cl:20])[CH:14]=3)=[CH:9][NH:8][C:5]2=[N:6][CH:7]=1.C(O)(C(F)(F)F)=O. The catalyst is C(Cl)Cl. The product is [ClH:20].[NH2:28][C@@H:24]1[CH2:25][CH2:26][CH2:27][N:22]([C:3]2[C:2]([Br:1])=[CH:7][N:6]=[C:5]3[NH:8][CH:9]=[C:10]([NH:11][C:12](=[O:21])[C:13]4[CH:18]=[CH:17][C:16]([F:19])=[C:15]([Cl:20])[CH:14]=4)[C:4]=23)[CH2:23]1. The yield is 0.760. (4) The reactants are Cl[C:2]([O:4][C:5]1[CH:10]=[CH:9][CH:8]=[CH:7][CH:6]=1)=[O:3].C(=O)([O-])[O-].[K+].[K+].Cl.[C:18]([C:22]1[CH:26]=[C:25]([NH2:27])[N:24]([CH:28]([CH3:30])[CH3:29])[N:23]=1)([CH3:21])([CH3:20])[CH3:19].C(N(CC)C(C)C)(C)C. The catalyst is C(Cl)Cl. The product is [C:18]([C:22]1[CH:26]=[C:25]([NH:27][C:2](=[O:3])[O:4][C:5]2[CH:10]=[CH:9][CH:8]=[CH:7][CH:6]=2)[N:24]([CH:28]([CH3:30])[CH3:29])[N:23]=1)([CH3:21])([CH3:19])[CH3:20]. The yield is 1.00. (5) The reactants are [F:1][C:2]1[CH:10]=[C:9]2[C:5]([C:6]([C:20]3[CH:28]=[C:27]4[C:23](C=NN4)=[CH:22][CH:21]=3)=[CH:7][N:8]2[S:11]([C:14]2[CH:19]=[CH:18][CH:17]=[CH:16][CH:15]=2)(=[O:13])=[O:12])=[CH:4][CH:3]=1.CC1(C)C(C)(C)OB(C2C=CC3[O:44][CH:43]=[N:42]C=3C=2)O1.FC1C=C2C(C(I)=CN2S(C2C=CC=CC=2)(=O)=O)=CC=1. No catalyst specified. The product is [F:1][C:2]1[CH:10]=[C:9]2[C:5]([C:6]([C:20]3[CH:21]=[CH:22][C:23]4[O:44][CH:43]=[N:42][C:27]=4[CH:28]=3)=[CH:7][N:8]2[S:11]([C:14]2[CH:19]=[CH:18][CH:17]=[CH:16][CH:15]=2)(=[O:12])=[O:13])=[CH:4][CH:3]=1. The yield is 0.800. (6) The reactants are Br[C:2]1[CH:3]=[C:4]2[C:8](=[CH:9][CH:10]=1)[C:7](=[O:11])[C:6]([CH3:13])([CH3:12])[CH2:5]2.C(=O)([O-])[O-].[Cs+].[Cs+].[NH2:20][C:21]1[CH:22]=[C:23]([CH:30]=[CH:31][C:32]=1[F:33])[C:24]([NH:26][CH:27]1[CH2:29][CH2:28]1)=[O:25]. The catalyst is C1(C)C=CC=CC=1.C([O-])(=O)C.[Pd+2].C([O-])(=O)C.C1(P(C2C=CC=CC=2)C2C=CC3C(=CC=CC=3)C=2C2C3C(=CC=CC=3)C=CC=2P(C2C=CC=CC=2)C2C=CC=CC=2)C=CC=CC=1. The product is [CH:27]1([NH:26][C:24](=[O:25])[C:23]2[CH:30]=[CH:31][C:32]([F:33])=[C:21]([NH:20][C:2]3[CH:3]=[C:4]4[C:8](=[CH:9][CH:10]=3)[C:7](=[O:11])[C:6]([CH3:13])([CH3:12])[CH2:5]4)[CH:22]=2)[CH2:28][CH2:29]1. The yield is 0.620. (7) The yield is 0.510. The product is [Cl:26][C:20]1[CH:21]=[N:22][CH:23]=[C:24]([Cl:25])[C:19]=1[NH:18][C:16]([C:10]1[C:9]2[CH:5]([CH2:4][C:1]([N:36]3[CH2:37][CH2:38][N:33]([C:27]4[CH:32]=[CH:31][CH:30]=[CH:29][CH:28]=4)[CH2:34][CH2:35]3)=[O:3])[CH2:6][O:7][C:8]=2[C:13]([O:14][CH3:15])=[CH:12][CH:11]=1)=[O:17]. No catalyst specified. The reactants are [C:1]([CH2:4][CH:5]1[C:9]2[C:10]([C:16]([NH:18][C:19]3[C:24]([Cl:25])=[CH:23][N:22]=[CH:21][C:20]=3[Cl:26])=[O:17])=[CH:11][CH:12]=[C:13]([O:14][CH3:15])[C:8]=2[O:7][CH2:6]1)([OH:3])=O.[C:27]1([N:33]2[CH2:38][CH2:37][NH:36][CH2:35][CH2:34]2)[CH:32]=[CH:31][CH:30]=[CH:29][CH:28]=1. (8) The reactants are C(OC([NH:8][C:9]1[CH:14]=[CH:13][CH:12]=[CH:11][C:10]=1[NH:15][C:16]([C:18]1[CH:19]=[CH:20][C:21]([C:24]2[CH:25]=[N:26][CH:27]=[CH:28][CH:29]=2)=[N:22][CH:23]=1)=[O:17])=O)(C)(C)C.Cl. The catalyst is O1CCOCC1. The product is [NH2:8][C:9]1[CH:14]=[CH:13][CH:12]=[CH:11][C:10]=1[NH:15][C:16]([C:18]1[CH:19]=[CH:20][C:21]([C:24]2[CH:25]=[N:26][CH:27]=[CH:28][CH:29]=2)=[N:22][CH:23]=1)=[O:17]. The yield is 0.310. (9) The reactants are Cl[C:2]1[CH:7]=[C:6](I)[C:5]([Cl:9])=[CH:4][N:3]=1.[NH2:10][C:11]1[C:18]([F:19])=[CH:17][CH:16]=[CH:15][C:12]=1[C:13]#[N:14].[O-]P(OP(OP([O-])([O-])=O)([O-])=O)(=O)[O-].[K+].[K+].[K+].[K+].[K+].C1C=CC(P(C2C(OC3C(P(C4C=CC=CC=4)C4C=CC=CC=4)=CC=CC=3)=CC=CC=2)C2C=CC=CC=2)=CC=1.[CH3:77][C:78]1[CH:82]=[C:81]([NH2:83])[N:80]([CH:84]([CH3:86])[CH3:85])[N:79]=1.C(=O)([O-])[O-].[Cs+].[Cs+]. The catalyst is O1CCOCC1.C([O-])(=O)C.[Pd+2].C([O-])(=O)C. The product is [Cl:9][C:5]1[C:6]([NH:10][C:11]2[C:18]([F:19])=[CH:17][CH:16]=[CH:15][C:12]=2[C:13]#[N:14])=[CH:7][C:2]([NH:83][C:81]2[N:80]([CH:84]([CH3:86])[CH3:85])[N:79]=[C:78]([CH3:77])[CH:82]=2)=[N:3][CH:4]=1. The yield is 0.534. (10) The reactants are [O:1]=[C:2]1[C:7]([CH2:8][C:9]2[CH:14]=[CH:13][C:12]([C:15]3[C:16]([C:21]#[N:22])=[CH:17][CH:18]=[CH:19][CH:20]=3)=[CH:11][CH:10]=2)=[C:6]([CH2:23][CH2:24][CH3:25])[N:5]2[N:26]=[CH:27][N:28]=[C:4]2[NH:3]1.Br[CH2:30][C:31]([O:33][C:34]([CH3:37])([CH3:36])[CH3:35])=[O:32].C(=O)([O-])[O-].[K+].[K+].CN(C)C=O. The catalyst is C(OCC)(=O)C. The product is [C:21]([C:16]1[CH:17]=[CH:18][CH:19]=[CH:20][C:15]=1[C:12]1[CH:11]=[CH:10][C:9]([CH2:8][C:7]2[C:2](=[O:1])[N:3]([CH2:30][C:31]([O:33][C:34]([CH3:37])([CH3:36])[CH3:35])=[O:32])[C:4]3[N:5]([N:26]=[CH:27][N:28]=3)[C:6]=2[CH2:23][CH2:24][CH3:25])=[CH:14][CH:13]=1)#[N:22]. The yield is 0.250.